Task: Regression. Given two drug SMILES strings and cell line genomic features, predict the synergy score measuring deviation from expected non-interaction effect.. Dataset: NCI-60 drug combinations with 297,098 pairs across 59 cell lines (1) Drug 1: C1=NC2=C(N=C(N=C2N1C3C(C(C(O3)CO)O)O)F)N. Drug 2: C(CC(=O)O)C(=O)CN.Cl. Cell line: RXF 393. Synergy scores: CSS=-0.643, Synergy_ZIP=0.481, Synergy_Bliss=0.672, Synergy_Loewe=-1.51, Synergy_HSA=-1.65. (2) Drug 1: C1=CC(=CC=C1C#N)C(C2=CC=C(C=C2)C#N)N3C=NC=N3. Drug 2: CC1CCC2CC(C(=CC=CC=CC(CC(C(=O)C(C(C(=CC(C(=O)CC(OC(=O)C3CCCCN3C(=O)C(=O)C1(O2)O)C(C)CC4CCC(C(C4)OC)O)C)C)O)OC)C)C)C)OC. Cell line: PC-3. Synergy scores: CSS=-5.63, Synergy_ZIP=4.69, Synergy_Bliss=5.02, Synergy_Loewe=-4.30, Synergy_HSA=-2.12.